Task: Predict the product of the given reaction.. Dataset: Forward reaction prediction with 1.9M reactions from USPTO patents (1976-2016) Given the reactants [N:1]1([C:6](Cl)=[O:7])[CH2:5][CH2:4][CH2:3][CH2:2]1.Cl.[CH3:10][N:11]1[CH2:16][CH2:15][N:14]([C:17]2[CH:22]=[C:21]([C:23]3[CH:32]=[C:31]4[C:26]([CH2:27][CH2:28][NH:29][CH2:30]4)=[CH:25][CH:24]=3)[N:20]=[C:19]([NH2:33])[N:18]=2)[CH2:13][CH2:12]1, predict the reaction product. The product is: [CH3:10][N:11]1[CH2:12][CH2:13][N:14]([C:17]2[CH:22]=[C:21]([C:23]3[CH:32]=[C:31]4[C:26]([CH2:27][CH2:28][N:29]([C:6]([N:1]5[CH2:5][CH2:4][CH2:3][CH2:2]5)=[O:7])[CH2:30]4)=[CH:25][CH:24]=3)[N:20]=[C:19]([NH2:33])[N:18]=2)[CH2:15][CH2:16]1.